Dataset: Reaction yield outcomes from USPTO patents with 853,638 reactions. Task: Predict the reaction yield, written as a fraction of the theoretical maximum amount of product (1.0 means a 100% yield; for example, 0.34 means a 34% yield). (1) The reactants are [F:1][C:2]1[CH:3]=[C:4]([C:10]2[C:15]([C:16]3[CH:21]=[CH:20][C:19]([O:22][CH3:23])=[CH:18][CH:17]=3)=[N:14][NH:13][C:12](=[O:24])[CH:11]=2)[CH:5]=[CH:6][C:7]=1[O:8][CH3:9].[Cl:25][C:26]1[CH:35]=[CH:34][C:29]([CH:30]=[CH:31][CH2:32]Cl)=[CH:28][CH:27]=1. No catalyst specified. The yield is 0.587. The product is [Cl:25][C:26]1[CH:35]=[CH:34][C:29]([CH:30]=[CH:31][CH2:32][N:13]2[C:12](=[O:24])[CH:11]=[C:10]([C:4]3[CH:5]=[CH:6][C:7]([O:8][CH3:9])=[C:2]([F:1])[CH:3]=3)[C:15]([C:16]3[CH:17]=[CH:18][C:19]([O:22][CH3:23])=[CH:20][CH:21]=3)=[N:14]2)=[CH:28][CH:27]=1. (2) The reactants are C([O:5][C:6](=[O:16])[CH2:7][CH:8]([CH2:12][CH:13]([CH3:15])[CH3:14])[C:9](O)=O)(C)(C)C.C[Si](C)(C)[N-][Si](C)(C)C.[Li+].CC(C)=CCBr.[Cl-].[NH4+]. The catalyst is C1COCC1.CCOCC.Cl. The product is [CH2:12]([CH:8]1[CH2:9][O:16][C:6](=[O:5])[CH2:7]1)[CH:13]([CH3:14])[CH3:15]. The yield is 0.720. (3) The reactants are [CH2:1]([CH2:3][NH2:4])[OH:2].[CH2:5]([O:9][CH2:10][CH2:11][CH2:12][CH2:13][CH2:14][CH2:15][CH2:16][CH2:17][CH2:18][CH2:19][CH2:20][CH2:21][CH2:22][CH2:23][CH2:24][CH3:25])[CH:6]1[O:8][CH2:7]1. The catalyst is C(O)C. The product is [OH:8][CH:6]([CH2:5][O:9][CH2:10][CH2:11][CH2:12][CH2:13][CH2:14][CH2:15][CH2:16][CH2:17][CH2:18][CH2:19][CH2:20][CH2:21][CH2:22][CH2:23][CH2:24][CH3:25])[CH2:7][NH:4][CH2:3][CH2:1][OH:2]. The yield is 0.628. (4) The reactants are [F:1][C:2]1[CH:7]=[CH:6][CH:5]=[C:4]([F:8])[C:3]=1[N:9]1[C:14]2[N:15]=[C:16]([NH:34][CH2:35][C:36]3[NH:37][CH:38]=[CH:39][N:40]=3)[N:17]=[C:18]([C:19]3[CH:20]=[C:21]([CH:30]=[CH:31][C:32]=3[CH3:33])[C:22]([NH:24][C:25]3[S:26][CH:27]=[CH:28][N:29]=3)=[O:23])[C:13]=2[CH:12]=[CH:11][C:10]1=[O:41].[CH3:42][S:43]([OH:46])(=[O:45])=[O:44]. The catalyst is C(#N)C. The product is [CH3:42][S:43]([OH:46])(=[O:45])=[O:44].[F:1][C:2]1[CH:7]=[CH:6][CH:5]=[C:4]([F:8])[C:3]=1[N:9]1[C:14]2[N:15]=[C:16]([NH:34][CH2:35][C:36]3[NH:40][CH:39]=[CH:38][N:37]=3)[N:17]=[C:18]([C:19]3[CH:20]=[C:21]([CH:30]=[CH:31][C:32]=3[CH3:33])[C:22]([NH:24][C:25]3[S:26][CH:27]=[CH:28][N:29]=3)=[O:23])[C:13]=2[CH:12]=[CH:11][C:10]1=[O:41]. The yield is 0.708. (5) The reactants are [CH:1]1([C:7]2[C:8]3[CH:26]=[CH:25][C:24]([C:27]([NH:29][C:30]([C:33]4[NH:34][C:35]5[CH:41]=[C:40]([C:42]([OH:44])=O)[CH:39]=[CH:38][C:36]=5[N:37]=4)([CH3:32])[CH3:31])=[O:28])=[CH:23][C:9]=3[N:10]3[C:16]=2[C:15]2[CH:17]=[CH:18][C:19]([O:21][CH3:22])=[CH:20][C:14]=2[O:13][CH2:12][CH2:11]3)[CH2:6][CH2:5][CH2:4][CH2:3][CH2:2]1.[CH3:45][NH:46][CH3:47].O1CCCC1.O.ON1C2C=CC=CC=2N=N1.C(=O)([O-])O.[Na+]. The catalyst is CN(C)C=O.O.CO. The product is [CH3:45][N:46]([CH3:47])[C:42]([C:40]1[CH:39]=[CH:38][C:36]2[N:37]=[C:33]([C:30]([NH:29][C:27]([C:24]3[CH:25]=[CH:26][C:8]4[C:7]([CH:1]5[CH2:6][CH2:5][CH2:4][CH2:3][CH2:2]5)=[C:16]5[N:10]([CH2:11][CH2:12][O:13][C:14]6[CH:20]=[C:19]([O:21][CH3:22])[CH:18]=[CH:17][C:15]=65)[C:9]=4[CH:23]=3)=[O:28])([CH3:32])[CH3:31])[NH:34][C:35]=2[CH:41]=1)=[O:44]. The yield is 0.630.